Dataset: Peptide-MHC class I binding affinity with 185,985 pairs from IEDB/IMGT. Task: Regression. Given a peptide amino acid sequence and an MHC pseudo amino acid sequence, predict their binding affinity value. This is MHC class I binding data. The peptide sequence is LRAEDTAVYY. The MHC is HLA-A23:01 with pseudo-sequence HLA-A23:01. The binding affinity (normalized) is 0.0835.